From a dataset of Forward reaction prediction with 1.9M reactions from USPTO patents (1976-2016). Predict the product of the given reaction. (1) The product is: [NH:16]1[C:17]2[C:18](=[CH:19][CH:20]=[CH:21][CH:22]=2)[CH:14]=[CH:15]1. Given the reactants Cl.C=C[C@@H]1[C@@H]2C[C@@H]([C@H](O)C3[CH:14]=[CH:15][N:16]=[C:17]4[CH:22]=[CH:21][CH:20]=[CH:19][C:18]=34)N(CC2)C1, predict the reaction product. (2) Given the reactants [CH3:1][N:2]([CH3:13])[CH2:3][C:4]1[CH:9]=[CH:8][CH:7]=[C:6]([N+:10]([O-])=O)[CH:5]=1.Cl.Cl[Sn]Cl, predict the reaction product. The product is: [CH3:13][N:2]([CH2:3][C:4]1[CH:5]=[C:6]([CH:7]=[CH:8][CH:9]=1)[NH2:10])[CH3:1]. (3) Given the reactants Br[C:2]1[CH:15]=[CH:14][C:13]2[C:4](=[C:5]([C:22]3[CH:27]=[CH:26][CH:25]=[CH:24][CH:23]=3)[C:6]3[C:11]([C:12]=2[C:16]2[CH:21]=[CH:20][CH:19]=[CH:18][CH:17]=2)=[CH:10][CH:9]=[CH:8][CH:7]=3)[CH:3]=1.[C:28]1([NH:38][C:39]2[CH:40]=[CH:41][C:42]3[N:43]([C:52]4[CH:57]=[CH:56][CH:55]=[CH:54][CH:53]=4)[C:44]4[C:49]([C:50]=3[CH:51]=2)=[CH:48][CH:47]=[CH:46][CH:45]=4)[C:37]2[C:32](=[CH:33][CH:34]=[CH:35][CH:36]=2)[CH:31]=[CH:30][CH:29]=1.CC(C)([O-])C.[Na+].C(P(C(C)(C)C)C(C)(C)C)(C)(C)C, predict the reaction product. The product is: [C:28]1([N:38]([C:2]2[CH:15]=[CH:14][C:13]3[C:4](=[C:5]([C:22]4[CH:27]=[CH:26][CH:25]=[CH:24][CH:23]=4)[C:6]4[C:11]([C:12]=3[C:16]3[CH:21]=[CH:20][CH:19]=[CH:18][CH:17]=3)=[CH:10][CH:9]=[CH:8][CH:7]=4)[CH:3]=2)[C:39]2[CH:40]=[CH:41][C:42]3[N:43]([C:52]4[CH:53]=[CH:54][CH:55]=[CH:56][CH:57]=4)[C:44]4[C:49]([C:50]=3[CH:51]=2)=[CH:48][CH:47]=[CH:46][CH:45]=4)[C:37]2[C:32](=[CH:33][CH:34]=[CH:35][CH:36]=2)[CH:31]=[CH:30][CH:29]=1. (4) Given the reactants [C:1]([C:3]1[CH:4]=[C:5]([NH:10][C:11]([C:13]2[CH:14]=[C:15]([S:19](Cl)(=[O:21])=[O:20])[S:16][C:17]=2[CH3:18])=[O:12])[CH:6]=[CH:7][C:8]=1[F:9])#[N:2].[F:23][C:24]([F:29])([F:28])[C@H:25]([NH2:27])[CH3:26], predict the reaction product. The product is: [C:1]([C:3]1[CH:4]=[C:5]([NH:10][C:11]([C:13]2[CH:14]=[C:15]([S:19](=[O:21])(=[O:20])[NH:27][C@H:25]([CH3:26])[C:24]([F:29])([F:28])[F:23])[S:16][C:17]=2[CH3:18])=[O:12])[CH:6]=[CH:7][C:8]=1[F:9])#[N:2]. (5) Given the reactants [CH2:1]([CH:3]([CH2:19][CH3:20])[CH:4]([N:14]1[CH:18]=[N:17][CH:16]=[N:15]1)[C:5]1[CH:10]=[CH:9][C:8]([N:11]=[C:12]=[S:13])=[CH:7][CH:6]=1)[CH3:2].[NH2:21][C:22]1[CH:27]=[CH:26][CH:25]=[CH:24][C:23]=1S.O, predict the reaction product. The product is: [CH2:19]([CH:3]([CH2:1][CH3:2])[CH:4]([C:5]1[CH:6]=[CH:7][C:8]([NH:11][C:12]2[S:13][C:23]3[CH:24]=[CH:25][CH:26]=[CH:27][C:22]=3[N:21]=2)=[CH:9][CH:10]=1)[N:14]1[CH:18]=[N:17][CH:16]=[N:15]1)[CH3:20]. (6) Given the reactants [CH3:1][C:2]1[CH:10]=[C:9]([O:11][Si](C)(C)C)[CH:8]=[CH:7][C:3]=1[C:4]([O-:6])=[O:5].[Li+].[OH-].Cl, predict the reaction product. The product is: [CH3:1][C:2]1[CH:10]=[C:9]([OH:11])[CH:8]=[CH:7][C:3]=1[C:4]([OH:6])=[O:5]. (7) Given the reactants Cl.[NH2:2][C@@H:3]([CH2:6][CH2:7][C:8]1[CH:13]=[CH:12][CH:11]=[CH:10][CH:9]=1)[C:4]#[N:5].[CH3:14][O:15][C@H:16]([CH2:20][CH2:21][C:22]1[CH:27]=[CH:26][CH:25]=[CH:24][CH:23]=1)[C:17](O)=[O:18].CO[C@H](CCC1C=CC=CC=1)C(N)=O, predict the reaction product. The product is: [C:4]([C@@H:3]([NH:2][C:17](=[O:18])[C@H:16]([O:15][CH3:14])[CH2:20][CH2:21][C:22]1[CH:23]=[CH:24][CH:25]=[CH:26][CH:27]=1)[CH2:6][CH2:7][C:8]1[CH:13]=[CH:12][CH:11]=[CH:10][CH:9]=1)#[N:5].